This data is from Orexin1 receptor HTS with 218,158 compounds and 233 confirmed actives. The task is: Binary Classification. Given a drug SMILES string, predict its activity (active/inactive) in a high-throughput screening assay against a specified biological target. (1) The compound is s1c(c(nc1C)c1cc(OC)c(OC)cc1)CC(O)=O. The result is 0 (inactive). (2) The compound is O1C=2CC(CC(=O)C2C(C2=C1CC(CC2=O)(C)C)c1ccc(cc1)C)(C)C. The result is 0 (inactive).